This data is from Reaction yield outcomes from USPTO patents with 853,638 reactions. The task is: Predict the reaction yield, written as a fraction of the theoretical maximum amount of product (1.0 means a 100% yield; for example, 0.34 means a 34% yield). (1) The reactants are Cl[C:2]1[CH:7]=[CH:6][N:5]=[CH:4][C:3]=1[N+:8]([O-:10])=[O:9].[NH:11]1[CH2:16][CH2:15][CH2:14][CH2:13][CH2:12]1. The catalyst is C(O)C. The product is [N+:8]([C:3]1[CH:4]=[N:5][CH:6]=[CH:7][C:2]=1[N:11]1[CH2:16][CH2:15][CH2:14][CH2:13][CH2:12]1)([O-:10])=[O:9]. The yield is 0.950. (2) The reactants are [Si:1]([O:8][C@@H:9]1[C@H:13]([CH2:14][O:15][Si:16]([C:19]([CH3:22])([CH3:21])[CH3:20])([CH3:18])[CH3:17])[CH2:12][C@@H:11]([OH:23])[CH2:10]1)([C:4]([CH3:7])([CH3:6])[CH3:5])([CH3:3])[CH3:2].[H-].[Na+].[NH2:26][C:27]1[C:32]([N+:33]([O-:35])=[O:34])=[C:31](Cl)[CH:30]=[CH:29][N:28]=1. The catalyst is C1COCC1. The product is [Si:1]([O:8][C@@H:9]1[C@H:13]([CH2:14][O:15][Si:16]([C:19]([CH3:22])([CH3:21])[CH3:20])([CH3:17])[CH3:18])[CH2:12][C@@H:11]([O:23][C:31]2[CH:30]=[CH:29][N:28]=[C:27]([NH2:26])[C:32]=2[N+:33]([O-:35])=[O:34])[CH2:10]1)([C:4]([CH3:7])([CH3:6])[CH3:5])([CH3:3])[CH3:2]. The yield is 0.350.